From a dataset of Forward reaction prediction with 1.9M reactions from USPTO patents (1976-2016). Predict the product of the given reaction. The product is: [CH2:1]([O:8][C:9]1[CH:10]=[CH:11][C:12]([CH2:15][CH2:16][CH:17]([OH:18])[C:19]#[N:20])=[CH:13][CH:14]=1)[C:2]1[CH:3]=[CH:4][CH:5]=[CH:6][CH:7]=1. Given the reactants [CH2:1]([O:8][C:9]1[CH:14]=[CH:13][C:12]([CH2:15][CH2:16][CH:17]=[O:18])=[CH:11][CH:10]=1)[C:2]1[CH:7]=[CH:6][CH:5]=[CH:4][CH:3]=1.[C-:19]#[N:20].[K+], predict the reaction product.